This data is from Full USPTO retrosynthesis dataset with 1.9M reactions from patents (1976-2016). The task is: Predict the reactants needed to synthesize the given product. (1) Given the product [CH:7]1[CH2:11][CH2:10][CH2:9][CH:8]=1.[Cl:27][SiH:26]([Cl:29])[Cl:28], predict the reactants needed to synthesize it. The reactants are: C(Cl)(C)(C)C.Cl.[CH:7]1(Cl)[CH2:11][CH2:10][CH2:9][CH2:8]1.C1([SiH](Cl)Cl)CCCC1.C1([Si:26]([Cl:29])([Cl:28])[Cl:27])CCCC1. (2) Given the product [Br:12][C:5]1[CH:6]=[C:7]([CH:10]=[CH:11][C:4]=1[CH:3]1[C:13]2[C:17](=[O:18])[CH2:16][CH2:15][C:14]=2[N:19]([C:20]2[CH:25]=[CH:24][N:23]=[C:22]([C:26]([F:29])([F:28])[F:27])[CH:21]=2)[C:30](=[O:31])[NH:2]1)[C:8]#[N:9], predict the reactants needed to synthesize it. The reactants are: Cl.[NH2:2][CH:3]([C:13]1[C:17](=[O:18])[CH2:16][CH2:15][C:14]=1[NH:19][C:20]1[CH:25]=[CH:24][N:23]=[C:22]([C:26]([F:29])([F:28])[F:27])[CH:21]=1)[C:4]1[CH:11]=[CH:10][C:7]([C:8]#[N:9])=[CH:6][C:5]=1[Br:12].[C:30](N1C=CN=C1)(N1C=CN=C1)=[O:31].C(N(CC)CC)C. (3) The reactants are: [CH2:1]([CH:8]([CH2:12][C:13]([OH:15])=[O:14])[C:9]([OH:11])=O)[C:2]1[CH:7]=[CH:6][CH:5]=[CH:4][CH:3]=1. Given the product [CH2:1]([CH:8]1[CH2:12][C:13](=[O:14])[O:15][C:9]1=[O:11])[C:2]1[CH:3]=[CH:4][CH:5]=[CH:6][CH:7]=1, predict the reactants needed to synthesize it. (4) Given the product [CH2:1]([O:13][C:14]1[C:23]2[C:18](=[CH:19][CH:20]=[CH:21][CH:22]=2)[C:17]([CH2:24][NH:33][CH2:32][C:31]2[CH:30]=[CH:29][C:28]([C:27]([F:26])([F:36])[F:37])=[CH:35][CH:34]=2)=[CH:16][CH:15]=1)[CH2:2][CH2:3][CH2:4][CH2:5][CH2:6][CH2:7][CH2:8][CH2:9][CH2:10][CH2:11][CH3:12], predict the reactants needed to synthesize it. The reactants are: [CH2:1]([O:13][C:14]1[C:23]2[C:18](=[CH:19][CH:20]=[CH:21][CH:22]=2)[C:17]([CH:24]=O)=[CH:16][CH:15]=1)[CH2:2][CH2:3][CH2:4][CH2:5][CH2:6][CH2:7][CH2:8][CH2:9][CH2:10][CH2:11][CH3:12].[F:26][C:27]([F:37])([F:36])[C:28]1[CH:35]=[CH:34][C:31]([CH2:32][NH2:33])=[CH:30][CH:29]=1. (5) Given the product [NH2:13][C:14]1[CH:22]=[CH:21][C:20]([F:23])=[CH:19][C:15]=1[C:16]([NH:9][NH:8][C:6]1[CH:7]=[C:2]([Cl:1])[CH:3]=[CH:4][C:5]=1[S:10][CH2:11][CH3:12])=[O:17], predict the reactants needed to synthesize it. The reactants are: [Cl:1][C:2]1[CH:3]=[CH:4][C:5]([S:10][CH2:11][CH3:12])=[C:6]([NH:8][NH2:9])[CH:7]=1.[NH2:13][C:14]1[CH:22]=[CH:21][C:20]([F:23])=[CH:19][C:15]=1[C:16](O)=[O:17].BrC1C(C)=CC(C(NNC2C=C(Cl)C=CC=2SCC)=O)=C([N+]([O-])=O)C=1. (6) Given the product [F:1][C:2]1[CH:7]=[CH:6][CH:5]=[CH:4][C:3]=1[C:8]1[CH:24]=[C:11]2[CH:12]=[C:13]([C:16]3[CH:17]=[C:18]([CH:19]([OH:20])[C:25]#[CH:26])[CH:21]=[CH:22][CH:23]=3)[CH:14]=[CH:15][N:10]2[N:9]=1, predict the reactants needed to synthesize it. The reactants are: [F:1][C:2]1[CH:7]=[CH:6][CH:5]=[CH:4][C:3]=1[C:8]1[CH:24]=[C:11]2[CH:12]=[C:13]([C:16]3[CH:17]=[C:18]([CH:21]=[CH:22][CH:23]=3)[CH:19]=[O:20])[CH:14]=[CH:15][N:10]2[N:9]=1.[C:25]([Mg]Br)#[CH:26].